Dataset: Human liver microsome stability data. Task: Regression/Classification. Given a drug SMILES string, predict its absorption, distribution, metabolism, or excretion properties. Task type varies by dataset: regression for continuous measurements (e.g., permeability, clearance, half-life) or binary classification for categorical outcomes (e.g., BBB penetration, CYP inhibition). Dataset: hlm. (1) The drug is CC(C)(C)c1cc(C(=O)NCCO)c(NC(=O)Nc2ccc3[nH]ncc3c2)s1. The result is 0 (unstable in human liver microsomes). (2) The result is 0 (unstable in human liver microsomes). The compound is CCCN1C[C@H]2N(C(=O)[C@H]3CC[C@H](C(=O)O)CC3)CC[C@@]2(S(=O)(=O)c2ccc(F)cc2)c2ccc(C(F)(C(F)(F)F)C(F)(F)F)cc21. (3) The compound is Cc1cc(-n2nccn2)cc(C(=O)NNS(=O)(=O)c2ccccc2)c1F. The result is 0 (unstable in human liver microsomes). (4) The molecule is COc1cccc2c(C(=O)N3CCN4CCC[C@H]4C3)cn(CC3CCCCC3)c12. The result is 1 (stable in human liver microsomes). (5) The molecule is CC(C)(C)C[C@@H]1N[C@@H](C(=O)NCC(C)(C)O)[C@H](c2cccc(Cl)c2F)[C@]12C(=O)Nc1cc(Cl)ccc12. The result is 0 (unstable in human liver microsomes). (6) The compound is NC(=O)c1ccc(F)c2c(C(=O)C(=O)N3CCN(C(=O)c4ccccc4)CC3)c[nH]c12. The result is 0 (unstable in human liver microsomes). (7) The compound is Cc1cc(Nc2ccc(Cl)c(C(F)(F)F)c2)n2ncnc2n1. The result is 0 (unstable in human liver microsomes). (8) The compound is CN=S(=O)(c1ccc(C(F)(F)F)cc1)N(C)C. The result is 0 (unstable in human liver microsomes). (9) The molecule is COc1nc(-c2ccc(NC(=O)Nc3ccc(C(=O)NCCN4CCCCC4)cc3)cc2)nc(N2CCOCC2)n1. The result is 0 (unstable in human liver microsomes). (10) The compound is CC(C)CCn1nc(-c2cccs2)c(O)c(C2=NS(=O)(=O)c3cc(CS(C)(=O)=O)ccc3N2)c1=O. The result is 1 (stable in human liver microsomes).